From a dataset of Forward reaction prediction with 1.9M reactions from USPTO patents (1976-2016). Predict the product of the given reaction. (1) Given the reactants [C:1]([C:4]1[CH:9]=[CH:8][CH:7]=[CH:6][CH:5]=1)(=[O:3])[CH3:2].[C:10](OCC)(=[O:16])[C:11]([O:13][CH2:14][CH3:15])=[O:12].[H-].[Na+], predict the reaction product. The product is: [CH2:14]([O:13][C:11](=[O:12])[C:10](=[O:16])[CH2:2][C:1](=[O:3])[C:4]1[CH:9]=[CH:8][CH:7]=[CH:6][CH:5]=1)[CH3:15]. (2) Given the reactants [AlH4-].[Li+].C1COCC1.[CH2:8]([C:15]1[CH:16]=[C:17]([C:21](OC)=[O:22])[S:18][C:19]=1[Cl:20])[C:9]1[CH:14]=[CH:13][CH:12]=[CH:11][CH:10]=1, predict the reaction product. The product is: [CH2:8]([C:15]1[CH:16]=[C:17]([CH2:21][OH:22])[S:18][C:19]=1[Cl:20])[C:9]1[CH:10]=[CH:11][CH:12]=[CH:13][CH:14]=1. (3) The product is: [C:1]([NH:5][C:6](=[O:20])[C:7]1[CH:12]=[CH:11][CH:10]=[C:9]([CH2:13][N:14]2[CH2:15][CH2:16][N:17]([C:28](=[O:29])[C:27]3[CH:31]=[CH:32][C:24]([N+:21]([O-:23])=[O:22])=[CH:25][C:26]=3[C:33]([F:34])([F:35])[F:36])[CH2:18][CH2:19]2)[CH:8]=1)([CH3:4])([CH3:2])[CH3:3]. Given the reactants [C:1]([NH:5][C:6](=[O:20])[C:7]1[CH:12]=[CH:11][CH:10]=[C:9]([CH2:13][N:14]2[CH2:19][CH2:18][NH:17][CH2:16][CH2:15]2)[CH:8]=1)([CH3:4])([CH3:3])[CH3:2].[N+:21]([C:24]1[CH:32]=[CH:31][C:27]([C:28](O)=[O:29])=[C:26]([C:33]([F:36])([F:35])[F:34])[CH:25]=1)([O-:23])=[O:22].C(N(CC)CC)C.CCCP1(OP(CCC)(=O)OP(CCC)(=O)O1)=O, predict the reaction product. (4) Given the reactants Cl[C:2]1[C:7]([CH2:8][CH:9]([CH2:15][NH:16][C:17]([O:19][C:20]([CH3:23])([CH3:22])[CH3:21])=[O:18])[C:10]([O:12][CH2:13][CH3:14])=[O:11])=[CH:6][CH:5]=[CH:4][N:3]=1.C([O-])(=O)C.[Na+], predict the reaction product. The product is: [CH3:21][C:20]([O:19][C:17]([NH:16][CH2:15][CH:9]([CH2:8][C:7]1[CH:2]=[N:3][CH:4]=[CH:5][CH:6]=1)[C:10]([O:12][CH2:13][CH3:14])=[O:11])=[O:18])([CH3:22])[CH3:23]. (5) Given the reactants [F:1][C:2]1[CH:3]=[C:4]([N:9]2[CH2:13][C@H:12]([CH2:14][N:15]3[CH:19]=[C:18]([CH3:20])[N:17]=[N:16]3)[O:11][C:10]2=[O:21])[CH:5]=[CH:6][C:7]=1I.C[Sn](C)(C)[C:24]1[CH:29]=[CH:28][C:27]([C:30]2[CH2:34][CH2:33][O:32][N:31]=2)=[CH:26][CH:25]=1, predict the reaction product. The product is: [O:32]1[CH2:33][CH2:34][C:30]([C:27]2[CH:26]=[CH:25][C:24]([C:7]3[CH:6]=[CH:5][C:4]([N:9]4[CH2:13][C@H:12]([CH2:14][N:15]5[CH:19]=[C:18]([CH3:20])[N:17]=[N:16]5)[O:11][C:10]4=[O:21])=[CH:3][C:2]=3[F:1])=[CH:29][CH:28]=2)=[N:31]1. (6) Given the reactants Cl.[C:2]([CH:4]1[CH2:7][NH:6][CH2:5]1)#[N:3].[NH:8]1CCCC1.[CH3:13][N:14]1[CH:18]=[C:17]([C:19]2[N:24]=[C:23]3[C:25]([C:36]([OH:38])=O)=[CH:26][N:27](COCC[Si](C)(C)C)[C:22]3=[N:21][CH:20]=2)[CH:16]=[N:15]1.[CH:39]1([C:42]2N=C3C(C(O)=O)=CN(COCC[Si](C)(C)C)C3=NC=2)[CH2:41][CH2:40]1.F[C:63](F)(F)[C:64]([OH:66])=O, predict the reaction product. The product is: [C:2]([CH:4]1[CH2:7][N:6]([C:64]([C@H:63]([NH:8][C:36]([C:25]2[C:23]3[C:22](=[N:21][CH:20]=[C:19]([C:17]4[CH:16]=[N:15][N:14]([CH3:13])[CH:18]=4)[N:24]=3)[NH:27][CH:26]=2)=[O:38])[C:39]([CH3:42])([CH3:41])[CH3:40])=[O:66])[CH2:5]1)#[N:3]. (7) Given the reactants Cl[CH2:2][C:3](=[O:5])[CH3:4].[CH3:6][O:7][C:8]1[CH:22]=[C:21]([O:23][CH3:24])[CH:20]=[CH:19][C:9]=1[CH2:10][NH:11][C:12]([N:14]=CN(C)C)=[S:13].O.[C:26]([O-])(O)=O.[Na+], predict the reaction product. The product is: [CH3:6][O:7][C:8]1[CH:22]=[C:21]([O:23][CH3:24])[CH:20]=[CH:19][C:9]=1[CH2:10][N:11]1[C:2]([C:3](=[O:5])[CH3:4])=[CH:26][S:13][CH:12]1[NH2:14]. (8) Given the reactants [CH2:1]([O:8][C@@H:9]1[CH2:13][CH2:12][NH:11][CH2:10]1)[C:2]1[CH:7]=[CH:6][CH:5]=[CH:4][CH:3]=1.Cl.O[C@@H]1CCNC1.C(O)C1C=CC=CC=1.[BrH:29], predict the reaction product. The product is: [BrH:29].[CH2:1]([O:8][C@@H:9]1[CH2:13][CH2:12][NH:11][CH2:10]1)[C:2]1[CH:3]=[CH:4][CH:5]=[CH:6][CH:7]=1. (9) Given the reactants [Cl:1][C:2]1[CH:23]=[C:22]([Cl:24])[C:21]([O:25][CH3:26])=[CH:20][C:3]=1[NH:4][C:5]1[C:14]2[C:9](=[CH:10][C:11](I)=[C:12]([O:15][CH3:16])[CH:13]=2)[N:8]=[CH:7][C:6]=1[C:18]#[N:19].C([Sn](CCCC)(CCCC)[C:32]1[CH:36]=[C:35]([CH:37]([O:41][CH2:42][CH3:43])[O:38][CH2:39][CH3:40])[O:34][CH:33]=1)CCC.BrC1C=C(C(OCC)OCC)OC=1.C([Sn](Cl)(CCCC)CCCC)CCC.[Li]CCCC, predict the reaction product. The product is: [Cl:1][C:2]1[CH:23]=[C:22]([Cl:24])[C:21]([O:25][CH3:26])=[CH:20][C:3]=1[NH:4][C:5]1[C:14]2[C:9](=[CH:10][C:11]([C:32]3[CH:36]=[C:35]([CH:37]([O:41][CH2:42][CH3:43])[O:38][CH2:39][CH3:40])[O:34][CH:33]=3)=[C:12]([O:15][CH3:16])[CH:13]=2)[N:8]=[CH:7][C:6]=1[C:18]#[N:19].